From a dataset of Full USPTO retrosynthesis dataset with 1.9M reactions from patents (1976-2016). Predict the reactants needed to synthesize the given product. Given the product [Si:22]([O:29][C@H:30]([CH3:60])[C@@H:31]([NH:46][C:47]1[CH:52]=[CH:51][C:50]([C:53]#[N:54])=[C:49]([C:55]([F:58])([F:56])[F:57])[C:48]=1[CH3:59])[C:32]1[O:33][C:36]([C:37]2[CH:42]=[CH:41][C:40]([C:43]#[N:44])=[CH:39][CH:38]=2)=[N:35][N:34]=1)([C:25]([CH3:26])([CH3:28])[CH3:27])([CH3:23])[CH3:24], predict the reactants needed to synthesize it. The reactants are: C1(P(C2C=CC=CC=2)C2C=CC=CC=2)C=CC=CC=1.II.[Si:22]([O:29][C@H:30]([CH3:60])[C@@H:31]([NH:46][C:47]1[CH:52]=[CH:51][C:50]([C:53]#[N:54])=[C:49]([C:55]([F:58])([F:57])[F:56])[C:48]=1[CH3:59])[C:32]([NH:34][NH:35][C:36](=O)[C:37]1[CH:42]=[CH:41][C:40]([C:43]#[N:44])=[CH:39][CH:38]=1)=[O:33])([C:25]([CH3:28])([CH3:27])[CH3:26])([CH3:24])[CH3:23].